From a dataset of Reaction yield outcomes from USPTO patents with 853,638 reactions. Predict the reaction yield, written as a fraction of the theoretical maximum amount of product (1.0 means a 100% yield; for example, 0.34 means a 34% yield). (1) The catalyst is C1C=CC([P]([Pd]([P](C2C=CC=CC=2)(C2C=CC=CC=2)C2C=CC=CC=2)([P](C2C=CC=CC=2)(C2C=CC=CC=2)C2C=CC=CC=2)[P](C2C=CC=CC=2)(C2C=CC=CC=2)C2C=CC=CC=2)(C2C=CC=CC=2)C2C=CC=CC=2)=CC=1.O1CCOCC1. The product is [CH3:14][CH:13]([S:10]([NH:9][CH2:8][CH:7]([O:6][C:5]1[CH:17]=[CH:18][C:2]([C:28]2[CH:27]=[CH:26][CH:25]=[C:24]([NH:23][S:20]([CH3:19])(=[O:21])=[O:22])[CH:29]=2)=[CH:3][CH:4]=1)[CH3:16])(=[O:12])=[O:11])[CH3:15]. The reactants are Br[C:2]1[CH:18]=[CH:17][C:5]([O:6][CH:7]([CH3:16])[CH2:8][NH:9][S:10]([CH:13]([CH3:15])[CH3:14])(=[O:12])=[O:11])=[CH:4][CH:3]=1.[CH3:19][S:20]([NH:23][C:24]1[CH:25]=[C:26](B(O)O)[CH:27]=[CH:28][CH:29]=1)(=[O:22])=[O:21].C(=O)([O-])[O-].[Na+].[Na+]. The yield is 0.100. (2) The reactants are [Cl:1][C:2]1[N:3]=[C:4]2[C:9](=[CH:10][CH:11]=1)[N:8]=[CH:7][C:6]([C:12]([O:14][CH2:15][CH3:16])=[O:13])=[C:5]2[OH:17].[C:18](=O)([O-])[O-].[K+].[K+].IC.O. The catalyst is CN(C=O)C. The product is [Cl:1][C:2]1[N:3]=[C:4]2[C:9](=[CH:10][CH:11]=1)[N:8]([CH3:18])[CH:7]=[C:6]([C:12]([O:14][CH2:15][CH3:16])=[O:13])[C:5]2=[O:17]. The yield is 0.650. (3) The reactants are Br[C:2]1[CH:11]=[CH:10][C:9]([N+:12]([O-:14])=[O:13])=[CH:8][C:3]=1[C:4]([O:6][CH3:7])=[O:5].[Cl:15][C:16]1[CH:17]=[CH:18][C:19]([O:25][CH3:26])=[C:20](B(O)O)[CH:21]=1. The catalyst is C1C=CC([P]([Pd]([P](C2C=CC=CC=2)(C2C=CC=CC=2)C2C=CC=CC=2)([P](C2C=CC=CC=2)(C2C=CC=CC=2)C2C=CC=CC=2)[P](C2C=CC=CC=2)(C2C=CC=CC=2)C2C=CC=CC=2)(C2C=CC=CC=2)C2C=CC=CC=2)=CC=1. The product is [CH3:7][O:6][C:4]([C:3]1[C:2]([C:18]2[CH:17]=[C:16]([Cl:15])[CH:21]=[CH:20][C:19]=2[O:25][CH3:26])=[CH:11][CH:10]=[C:9]([N+:12]([O-:14])=[O:13])[CH:8]=1)=[O:5]. The yield is 0.550.